From a dataset of Catalyst prediction with 721,799 reactions and 888 catalyst types from USPTO. Predict which catalyst facilitates the given reaction. (1) Reactant: C([O:3][C:4]([C:6]1[N:7]([C:25]2[CH:30]=[CH:29][C:28]([O:31][CH:32]3[CH2:36][CH2:35][CH2:34][CH2:33]3)=[CH:27][CH:26]=2)[C:8]2[C:13]([CH:14]=1)=[CH:12][C:11]([C:15]1[CH:20]=[CH:19][C:18]([C:21]([CH3:24])([CH3:23])[CH3:22])=[CH:17][CH:16]=1)=[CH:10][CH:9]=2)=O)C.Cl.[NH:38]1C(=O)C2NC=NC=2[N:41]=[C:39]1[NH2:40].C[O-].[Na+].CN(C=O)C. Product: [C:21]([C:18]1[CH:17]=[CH:16][C:15]([C:11]2[CH:12]=[C:13]3[C:8](=[CH:9][CH:10]=2)[N:7]([C:25]2[CH:30]=[CH:29][C:28]([O:31][CH:32]4[CH2:33][CH2:34][CH2:35][CH2:36]4)=[CH:27][CH:26]=2)[C:6]([C:4]([NH:40][C:39]([NH2:41])=[NH:38])=[O:3])=[CH:14]3)=[CH:20][CH:19]=1)([CH3:24])([CH3:22])[CH3:23]. The catalyst class is: 25. (2) Reactant: [C:1]([NH:5][C:6]([C:8]1([CH:30]2[CH2:35][CH2:34][CH2:33][CH2:32][CH2:31]2)[CH2:13][CH2:12][N:11]([C:14]([C@@H:16]2[CH2:20][C:19](=O)[CH2:18][C@H:17]2[C:22]2[CH:27]=[CH:26][C:25]([F:28])=[CH:24][C:23]=2[F:29])=[O:15])[CH2:10][CH2:9]1)=[O:7])([CH3:4])([CH3:3])[CH3:2].[CH:36]12[NH:42][CH:39]([CH2:40][CH2:41]1)[CH2:38][CH2:37]2.C(N(CC)C(C)C)(C)C.C(O[BH-](OC(=O)C)OC(=O)C)(=O)C.[Na+]. Product: [CH:39]12[N:42]([CH:19]3[CH2:20][C@@H:16]([C:14]([N:11]4[CH2:10][CH2:9][C:8]([CH:30]5[CH2:35][CH2:34][CH2:33][CH2:32][CH2:31]5)([C:6]([NH:5][C:1]([CH3:3])([CH3:2])[CH3:4])=[O:7])[CH2:13][CH2:12]4)=[O:15])[C@H:17]([C:22]4[CH:27]=[CH:26][C:25]([F:28])=[CH:24][C:23]=4[F:29])[CH2:18]3)[CH:36]([CH2:41][CH2:40]1)[CH2:37][CH2:38]2. The catalyst class is: 2. (3) Reactant: [OH:1][CH2:2][CH2:3][CH2:4][C:5]1[S:6][CH:7]=[CH:8][C:9]=1[CH2:10][CH2:11][C:12]#[N:13].C1C(=O)N([Br:21])C(=O)C1. The catalyst class is: 3. Product: [Br:21][C:7]1[S:6][C:5]([CH2:4][CH2:3][CH2:2][OH:1])=[C:9]([CH2:10][CH2:11][C:12]#[N:13])[CH:8]=1.